Predict the product of the given reaction. From a dataset of Forward reaction prediction with 1.9M reactions from USPTO patents (1976-2016). (1) Given the reactants [NH2:1][C:2]1[CH:7]=[C:6]([CH3:8])[CH:5]=[CH:4][C:3]=1[OH:9].[C:10](N1C=CN=C1)(N1C=CN=C1)=[O:11], predict the reaction product. The product is: [CH3:8][C:6]1[CH:5]=[CH:4][C:3]2[O:9][C:10](=[O:11])[NH:1][C:2]=2[CH:7]=1. (2) The product is: [ClH:1].[CH2:18]1[C:11]2[C:12]3[CH:13]=[CH:14][CH:15]=[CH:16][C:17]=3[N:9]([CH2:8][CH2:7][O:6][C:5]3[CH:4]=[CH:3][C:2]([Cl:1])=[CH:31][CH:30]=3)[C:10]=2[CH2:22][CH2:21][NH:20][CH2:19]1. Given the reactants [Cl:1][C:2]1[CH:31]=[CH:30][C:5]([O:6][CH2:7][CH2:8][N:9]2[C:17]3[CH:16]=[CH:15][CH:14]=[CH:13][C:12]=3[C:11]3[CH2:18][CH2:19][N:20](C(OC(C)(C)C)=O)[CH2:21][CH2:22][C:10]2=3)=[CH:4][CH:3]=1.C(C(O)=O)(F)(F)F, predict the reaction product. (3) Given the reactants [CH3:1][O:2][C:3]1[N:8]=[N:7][C:6]([N:9]2[C:13]([C:14]3[CH:19]=[N:18][CH:17]=[CH:16][N:15]=3)=[CH:12][C:11]([C:20]([OH:22])=O)=[N:10]2)=[CH:5][CH:4]=1.[CH2:23]([NH2:28])[C:24]([CH3:27])([CH3:26])[CH3:25], predict the reaction product. The product is: [CH3:25][C:24]([CH3:27])([CH3:26])[CH2:23][NH:28][C:20]([C:11]1[CH:12]=[C:13]([C:14]2[CH:19]=[N:18][CH:17]=[CH:16][N:15]=2)[N:9]([C:6]2[N:7]=[N:8][C:3]([O:2][CH3:1])=[CH:4][CH:5]=2)[N:10]=1)=[O:22]. (4) Given the reactants [C:1]1([C:11]2[CH:16]=[CH:15][CH:14]=[CH:13][CH:12]=2)[CH:6]=[CH:5][C:4]([CH:7](O)[C:8]#[CH:9])=[CH:3][CH:2]=1.[SiH](CC)(CC)CC.[NH4+].[Cl-], predict the reaction product. The product is: [CH2:7]([C:4]1[CH:5]=[CH:6][C:1]([C:11]2[CH:16]=[CH:15][CH:14]=[CH:13][CH:12]=2)=[CH:2][CH:3]=1)[C:8]#[CH:9]. (5) The product is: [CH3:20][S:21]([O:16][CH2:15][C:10]1[CH:11]=[CH:12][C:13]2[C:14]3[C:6](=[C:5]([C:17](=[O:18])[NH2:19])[CH:4]=[CH:3][C:2]=3[Br:1])[NH:7][C:8]=2[CH:9]=1)(=[O:23])=[O:22]. Given the reactants [Br:1][C:2]1[C:14]2[C:13]3[C:8](=[CH:9][C:10]([CH2:15][OH:16])=[CH:11][CH:12]=3)[NH:7][C:6]=2[C:5]([C:17]([NH2:19])=[O:18])=[CH:4][CH:3]=1.[CH3:20][S:21](Cl)(=[O:23])=[O:22].C([O-])(O)=O.[Na+], predict the reaction product.